From a dataset of Full USPTO retrosynthesis dataset with 1.9M reactions from patents (1976-2016). Predict the reactants needed to synthesize the given product. (1) Given the product [F:27][C:26]([F:29])([F:28])[S:23]([O:4][CH2:3][C:2]([F:1])([F:12])[C:5]1[CH:10]=[CH:9][C:8]([CH3:11])=[CH:7][N:6]=1)(=[O:24])=[O:22], predict the reactants needed to synthesize it. The reactants are: [F:1][C:2]([F:12])([C:5]1[CH:10]=[CH:9][C:8]([CH3:11])=[CH:7][N:6]=1)[CH2:3][OH:4].CCN(C(C)C)C(C)C.[O:22](S(C(F)(F)F)(=O)=O)[S:23]([C:26]([F:29])([F:28])[F:27])(=O)=[O:24]. (2) Given the product [F:1][C:2]1[C:3]([NH:17][C:18]2[CH:23]=[CH:22][C:21]([I:24])=[CH:20][C:19]=2[CH3:25])=[C:4]([C:5]([NH:7][O:8][CH2:9][CH2:10][O:11][C:33](=[O:35])[CH3:34])=[O:6])[CH:12]=[C:13]([F:16])[C:14]=1[F:15], predict the reactants needed to synthesize it. The reactants are: [F:1][C:2]1[C:3]([NH:17][C:18]2[CH:23]=[CH:22][C:21]([I:24])=[CH:20][C:19]=2[CH3:25])=[C:4]([CH:12]=[C:13]([F:16])[C:14]=1[F:15])[C:5]([NH:7][O:8][CH2:9][CH2:10][OH:11])=[O:6].C(N(CC)CC)C.[C:33](Cl)(=[O:35])[CH3:34]. (3) Given the product [C:102]([NH2:107])([O:104][CH2:124][CH:9]1[C:7]2[C:8](=[CH:34][CH:33]=[CH:32][CH:36]=2)[C:20]2[C:25]1=[CH:24][CH:23]=[CH:22][CH:21]=2)=[O:103], predict the reactants needed to synthesize it. The reactants are: C(N([CH:7]([CH3:9])[CH3:8])CC)(C)C.N(C(OCC1[C:25]2[C:20](=[CH:21][CH:22]=[CH:23][CH:24]=2)[C:25]2[C:20]1=[CH:21][CH:22]=[CH:23][CH:24]=2)=O)CC(O)=O.[CH2:32]1[CH2:36]N([P+](ON2N=NC3C=CC=CC2=3)(N2[CH2:34][CH2:33][CH2:32][CH2:36]2)N2[CH2:34][CH2:33][CH2:32][CH2:36]2)[CH2:34][CH2:33]1.F[P-](F)(F)(F)(F)F.C[C@@H](O)[C@H](N)C(N[C@H](C(N1[C@H](C(N2[C@H](C(N[C@H]([C:102]([OH:104])=[O:103])CCCN=C(N)N)=O)CCC2)=O)CCC1)=O)CCCCN)=O.[N+3:107].S([NH-])(=O)(=O)N.S([NH-])(=O)(=O)N.S([NH-])(=O)(=O)N.I[CH2:124]C#N.C(O)(C(F)(F)F)=O.C1(O)C=CC=CC=1.C([SiH](C(C)C)C(C)C)(C)C. (4) Given the product [CH3:9][O:24][CH:67]([C:66]1[CH:65]=[CH:64][C:41]([C:42]([NH:44][C:45]2[CH:50]=[CH:49][C:48]([CH3:51])=[C:47]([CH2:52][C:53]3[S:54][CH:55]=[C:56]([C:58]4[CH:59]=[N:60][CH:61]=[CH:62][CH:63]=4)[N:57]=3)[CH:46]=2)=[O:43])=[CH:40][CH:39]=1)[CH3:75], predict the reactants needed to synthesize it. The reactants are: CC1C=CC(N[C:9](=[O:24])C2C=CC(CN3CCN(C)CC3)=CC=2)=CC=1NC1SC=C(C2C=NC=C(C)C=2)N=1.I[C:39]1[CH:40]=[C:41]([CH:64]=[CH:65][C:66]=1[CH2:67]N1CCN(C)CC1)[C:42]([NH:44][C:45]1[CH:50]=[CH:49][C:48]([CH3:51])=[C:47]([CH2:52][C:53]2[S:54][CH:55]=[C:56]([C:58]3[CH:59]=[N:60][CH:61]=[CH:62][CH:63]=3)[N:57]=2)[CH:46]=1)=[O:43].[CH3:75]C1C=CC(NC(=O)C2C=CC(CNC(NC3C=CC(C(F)(F)F)=CC=3)=O)=CC=2)=CC=1NC1SC=C(C2C=NC=CC=2)N=1.BrC1C=C(C=C(Br)C=1CN1CCCCC1)C(NC1C=CC(C)=C(NC2SC=C(C3C=NC=CC=3)N=2)C=1)=O.CN1CCN(CC2C=CC(C(NC3C=CC(C)=C(NC4SC=C(C5C=CC=CN=5)N=4)C=3)=O)=CC=2)CC1.FC1C=C(C2N=C(NC3C=C(NC(=O)C4C=CC(CN5CCN(C)CC5)=CC=4)C=CC=3C)SC=2)C=CC=1. (5) Given the product [Cl:1][C:2]1[CH:9]=[CH:8][C:7]([Cl:10])=[CH:6][C:3]=1[CH:4]=[C:12]([C:11]#[N:15])[C:13]#[N:14], predict the reactants needed to synthesize it. The reactants are: [Cl:1][C:2]1[CH:9]=[CH:8][C:7]([Cl:10])=[CH:6][C:3]=1[CH:4]=O.[C:11](#[N:15])[CH2:12][C:13]#[N:14].[OH-].[K+].O. (6) The reactants are: [C:1]([O:5][C:6](=[O:23])[NH:7][C:8]1[CH:13]=[CH:12][C:11](Br)=[C:10]([CH2:15][C:16](=[O:22])[N:17]([CH2:20][CH3:21])[CH2:18][CH3:19])[N:9]=1)([CH3:4])([CH3:3])[CH3:2].[C:24](=O)([O-])[O-].[K+].[K+].CB1OB(C)OB(C)O1. Given the product [C:1]([O:5][C:6](=[O:23])[NH:7][C:8]1[CH:13]=[CH:12][C:11]([CH3:24])=[C:10]([CH2:15][C:16](=[O:22])[N:17]([CH2:20][CH3:21])[CH2:18][CH3:19])[N:9]=1)([CH3:4])([CH3:3])[CH3:2], predict the reactants needed to synthesize it. (7) Given the product [F:1][C:2]1[CH:3]=[C:4]([CH:9]([F:37])[C@@H:11]2[C@H:18]3[O:17][C:16]([CH3:20])([CH3:19])[O:15][C@H:14]3[C@H:13]([N:21]3[C:25]4[N:26]=[CH:27][N:28]=[C:29]([CH3:30])[C:24]=4[CH:23]=[CH:22]3)[O:12]2)[CH:5]=[CH:6][C:7]=1[F:8], predict the reactants needed to synthesize it. The reactants are: [F:1][C:2]1[CH:3]=[C:4]([C@@H:9]([C@@H:11]2[C@@H:18]3[C@@H:14]([O:15][C:16]([CH3:20])([CH3:19])[O:17]3)[C@H:13]([N:21]3[C:25]4[N:26]=[CH:27][N:28]=[C:29]([CH3:30])[C:24]=4[CH:23]=[CH:22]3)[O:12]2)O)[CH:5]=[CH:6][C:7]=1[F:8].CCN(S(F)(F)[F:37])CC. (8) Given the product [I:16][C:17]1[CH:22]=[CH:21][C:20]([S:23]([NH:13][CH2:12][CH2:11][C:10]([F:15])([F:14])[F:9])(=[O:25])=[O:24])=[CH:19][CH:18]=1, predict the reactants needed to synthesize it. The reactants are: CN1CCOCC1.Cl.[F:9][C:10]([F:15])([F:14])[CH2:11][CH2:12][NH2:13].[I:16][C:17]1[CH:22]=[CH:21][C:20]([S:23](Cl)(=[O:25])=[O:24])=[CH:19][CH:18]=1. (9) Given the product [CH2:38]([O:37][C:35]([NH:17][C@@H:16]([CH2:15][C@@H:11]1[CH2:10][C@@H:9]([OH:8])[C@H:13]([F:14])[CH2:12]1)[C:21]([O:22][CH3:23])=[O:30])=[O:45])[C:39]1[CH:40]=[CH:41][CH:42]=[CH:43][CH:44]=1, predict the reactants needed to synthesize it. The reactants are: [Si]([O:8][C@H:9]1[C@H:13]([F:14])[CH2:12][C@H:11]([CH2:15][C@H:16]2[C:21]([O:22][CH3:23])=N[C@H](C(C)C)C(OC)=[N:17]2)[CH2:10]1)(C(C)(C)C)(C)C.C([O-])([O-])=[O:30].[K+].[K+].[C:35]([O:45]N1C(=O)CCC1=O)([O:37][CH2:38][C:39]1[CH:44]=[CH:43][CH:42]=[CH:41][CH:40]=1)=O.